This data is from Catalyst prediction with 721,799 reactions and 888 catalyst types from USPTO. The task is: Predict which catalyst facilitates the given reaction. (1) Reactant: [C:1]([O:5][C:6]([NH:8][C:9]1[CH:14]=[CH:13][C:12]([C:15]2[S:16][CH:17]=[CH:18][CH:19]=2)=[CH:11][C:10]=1[NH:20][C:21]([C:23]1[CH:32]=[CH:31][C:26]([C:27](OC)=[O:28])=[CH:25][CH:24]=1)=[O:22])=[O:7])([CH3:4])([CH3:3])[CH3:2].[Li+].[BH4-]. Product: [C:1]([O:5][C:6](=[O:7])[NH:8][C:9]1[CH:14]=[CH:13][C:12]([C:15]2[S:16][CH:17]=[CH:18][CH:19]=2)=[CH:11][C:10]=1[NH:20][C:21](=[O:22])[C:23]1[CH:24]=[CH:25][C:26]([CH2:27][OH:28])=[CH:31][CH:32]=1)([CH3:4])([CH3:2])[CH3:3]. The catalyst class is: 1. (2) Reactant: [Cl:1][C:2]1[CH:10]=[C:9]([Br:11])[C:8]([F:12])=[CH:7][C:3]=1[C:4]([NH2:6])=O. Product: [Cl:1][C:2]1[CH:10]=[C:9]([Br:11])[C:8]([F:12])=[CH:7][C:3]=1[C:4]#[N:6]. The catalyst class is: 265. (3) Reactant: [C:1]([C:5]([C:8]([O:11][C:12]([C:18]([O:21][C:22]([C:28](F)=[O:29])([C:24]([F:27])([F:26])[F:25])[F:23])([F:20])[F:19])([C:14]([F:17])([F:16])[F:15])[F:13])([F:10])[F:9])([F:7])[F:6])([F:4])([F:3])[F:2].[OH:31][CH2:32][CH2:33][CH2:34][O:35][CH:36]([CH2:38][OH:39])[CH3:37]. Product: [C:1]([C:5]([C:8]([O:11][C:12]([C:18]([O:21][C:22]([C:28]([O:39][CH2:38][CH:36]([O:35][CH2:34][CH2:33][CH2:32][O:31][C:28]([C:22]([O:21][C:18]([C:12]([O:11][C:8]([C:5]([C:1]([F:2])([F:3])[F:4])([F:6])[F:7])([F:9])[F:10])([C:14]([F:15])([F:17])[F:16])[F:13])([F:20])[F:19])([C:24]([F:27])([F:26])[F:25])[F:23])=[O:29])[CH3:37])=[O:29])([C:24]([F:25])([F:26])[F:27])[F:23])([F:19])[F:20])([C:14]([F:17])([F:16])[F:15])[F:13])([F:9])[F:10])([F:6])[F:7])([F:4])([F:2])[F:3]. The catalyst class is: 250.